This data is from Reaction yield outcomes from USPTO patents with 853,638 reactions. The task is: Predict the reaction yield, written as a fraction of the theoretical maximum amount of product (1.0 means a 100% yield; for example, 0.34 means a 34% yield). (1) The reactants are [Si]([O:8][CH2:9][C@H:10]1[CH2:12][N:11]1[C:13]([O:15][C:16]([CH3:19])([CH3:18])[CH3:17])=[O:14])(C(C)(C)C)(C)C.CCCC[N+](CCCC)(CCCC)CCCC.[F-].C1COCC1.CCN(CC)CC.[N+:50]([C:53]1[CH:58]=[CH:57][C:56]([S:59](Cl)(=[O:61])=[O:60])=[CH:55][CH:54]=1)([O-:52])=[O:51]. The catalyst is C1COCC1.CCOCC.CN(C1C=CN=CC=1)C.C(Cl)Cl. The product is [N+:50]([C:53]1[CH:54]=[CH:55][C:56]([S:59]([O:8][CH2:9][C@H:10]2[CH2:12][N:11]2[C:13]([O:15][C:16]([CH3:17])([CH3:18])[CH3:19])=[O:14])(=[O:61])=[O:60])=[CH:57][CH:58]=1)([O-:52])=[O:51]. The yield is 0.570. (2) The reactants are [C:1]([O:4][CH:5]([CH2:9][O:10][S:11]([C:14]1[CH:20]=[CH:19][C:17]([CH3:18])=[CH:16][CH:15]=1)(=[O:13])=[O:12])[CH2:6][C:7]#[N:8])(=[O:3])[CH3:2]. The catalyst is C(Cl)(Cl)Cl. The product is [C:1]([O:4][C@@H:5]([CH2:9][O:10][S:11]([C:14]1[CH:20]=[CH:19][C:17]([CH3:18])=[CH:16][CH:15]=1)(=[O:13])=[O:12])[CH2:6][C:7]#[N:8])(=[O:3])[CH3:2]. The yield is 0.460. (3) The reactants are O.[NH2:2][NH2:3].[CH2:4]([O:6][CH:7]1[CH2:12][CH2:11][N:10]([C:13]([C:15]2[CH:16]=[C:17]([CH2:22][C:23]([C:25]3[C:26]([C:32]([O:34]C)=O)=[C:27]([CH3:31])[NH:28][C:29]=3[CH3:30])=O)[CH:18]=[CH:19][C:20]=2[F:21])=[O:14])[CH2:9][CH2:8]1)[CH3:5]. The catalyst is C(O)(=O)C. The product is [CH2:4]([O:6][CH:7]1[CH2:12][CH2:11][N:10]([C:13]([C:15]2[CH:16]=[C:17]([CH:18]=[CH:19][C:20]=2[F:21])[CH2:22][C:23]2[C:25]3[C:26](=[C:27]([CH3:31])[NH:28][C:29]=3[CH3:30])[C:32](=[O:34])[NH:2][N:3]=2)=[O:14])[CH2:9][CH2:8]1)[CH3:5]. The yield is 0.584. (4) The reactants are Br[C:2]1[CH:3]=[CH:4][C:5]([CH2:8][OH:9])=[N:6][CH:7]=1.CC1(C)C(C)(C)OB([C:18]2[CH2:19][CH2:20][N:21]([C:24]([O:26][CH2:27][C:28]3[CH:33]=[CH:32][CH:31]=[CH:30][CH:29]=3)=[O:25])[CH2:22][CH:23]=2)O1.C(=O)([O-])[O-].[Cs+].[Cs+].O. The product is [OH:9][CH2:8][C:5]1[CH:4]=[CH:3][C:2]([C:18]2[CH2:23][CH2:22][N:21]([C:24]([O:26][CH2:27][C:28]3[CH:29]=[CH:30][CH:31]=[CH:32][CH:33]=3)=[O:25])[CH2:20][CH:19]=2)=[CH:7][N:6]=1. The catalyst is CN(C)C=O.C1C=CC(P(C2C=CC=CC=2)[C-]2C=CC=C2)=CC=1.C1C=CC(P(C2C=CC=CC=2)[C-]2C=CC=C2)=CC=1.Cl[Pd]Cl.[Fe+2].ClCCl. The yield is 0.700.